This data is from Experimentally validated miRNA-target interactions with 360,000+ pairs, plus equal number of negative samples. The task is: Binary Classification. Given a miRNA mature sequence and a target amino acid sequence, predict their likelihood of interaction. (1) The miRNA is mmu-miR-1258-5p with sequence UGCUGAGCUAAUUCCCUAACUG. The protein sequence of the target gene is MKTLFEEIKASIKNNYNQDRSFCRPVLPWGGVFTIKAGRKAVSCTPLYVEIRLKNTCTIDGFLMLLYVILNENENFPRELSLHFGREFVDCFLYLMDTYSFTTVKLLWIWDKMEKQQYKSEVHKASLIIDLFGNEHDNFTKNLENLMSTIQESYCSNWRCPTRVQEDQQRTININPPQEIPHGNLIRLAVNELFCSKIELCEEHGCGGLREFSQRIFCHGAPPFVVLNMQHWKSEDLAYVPYYLDLSDHKYLLEGATLFNKEEHHYSAAFQIGGHWMHYDGLRNVNLILLNKPPEFLLLS.... Result: 0 (no interaction). (2) The miRNA is cel-miR-82-3p with sequence UGAGAUCAUCGUGAAAGCCAGU. The protein sequence of the target gene is MSRSKRDNNFYSVEIGDSTFTVLKRYQNLKPIGSGAQGIVCAAYDAILERNVAIKKLSRPFQNQTHAKRAYRELVLMKCVNHKNIIGLLNVFTPQKSLEEFQDVYIVMELMDANLCQVIQMELDHERMSYLLYQMLCGIKHLHSAGIIHRDLKPSNIVVKSDCTLKILDFGLARTAGTSFMMTPYVVTRYYRAPEVILGMGYKENVDLWSVGCIMGEMVCHKILFPGRDYIDQWNKVIEQLGTPCPEFMKKLQPTVRTYVENRPKYAGYSFEKLFPDVLFPADSEHNKLKASQARDLLSK.... Result: 0 (no interaction). (3) The miRNA is hsa-miR-496 with sequence UGAGUAUUACAUGGCCAAUCUC. The protein sequence of the target gene is MMKTLSSGNCTLNVPAKNSYRMVVLGASRVGKSSIVSRFLNGRFEDQYTPTIEDFHRKVYNIHGDMYQLDILDTSGNHPFPAMRRLSILTGDVFILVFSLDSRESFDEVKRLQKQILEVKSCLKNKTKEAAELPMVICGNKNDHSELCRQVPAMEAELLVSGDENCAYFEVSAKKNTNVNEMFYVLFSMAKLPHEMSPALHHKISVQYGDAFHPRPFCMRRTKVAGAYGMVSPFARRPSVNSDLKYIKAKVLREGQARERDKCSIQ. Result: 0 (no interaction). (4) The miRNA is hsa-miR-495-3p with sequence AAACAAACAUGGUGCACUUCUU. The protein sequence of the target gene is MTARGAAGRCPSSTWLGSRLLLVCLLMSRSIAKEVSEHCSHMIGNGHLKVLQQLIDSQMETSCQIAFEFVDQEQLDDPVCYLKKAFFLVQDIIDETMRFKDNTPNANATERLQELSNNLNSCFTKDYEEQNKACVRTFHETPLQLLEKIKNFFNETKNLLEKDWNIFTKNCNNSFAKCSSRDVVTKPDCNCLYPKATPSSDPASASPHQPPAPSMAPLAGLAWDDSQRTEGSSLLPSELPLRIEDPGSAKQRPPRSTCQTLESTEQPNHGDRLTEDSQPHPSAGGPVPGVEDILESSLGT.... Result: 0 (no interaction). (5) The miRNA is mmu-miR-544-5p with sequence UCUUGUUAAAAAGCAGAGUCU. The protein sequence of the target gene is MNLELLESFGQNYPEEADGTLDCISMALTCTFNRWGTLLAVGCNDGRIVIWDFLTRGIAKIISAHIHPVCSLCWSRDGHKLVSASTDNIVSQWDVLSGDCDQRFRFPSPILKVQYHPRDQNKVLVCPMKSAPVMLTLSDSKHVVLPVDDDSDLNVVASFDRRGEYIYTGNAKGKILVLKTDSQDLVASFRVTTGTSNTTAIKSIEFARKGSCFLINTADRIIRVYDGREILTCGRDGEPEPMQKLQDLVNRTPWKKCCFSGDGEYIVAGSARQHALYIWEKSIGNLVKILHGTRGELLLD.... Result: 0 (no interaction). (6) The protein sequence of the target gene is MAAAMDVDTPSGTNSGAGKKRFEVKKWNAVALWAWDIVVDNCAICRNHIMDLCIECQANQASATSEECTVAWGVCNHAFHFHCISRWLKTRQVCPLDNREWEFQKYGH. The miRNA is hsa-miR-6875-3p with sequence AUUCUUCCUGCCCUGGCUCCAU. Result: 1 (interaction). (7) The miRNA is hsa-miR-6785-3p with sequence ACAUCGCCCCACCUUCCCCAG. The protein sequence of the target gene is MLRRLLERPCTLALLVGSQLAVMMYLSLGGFRSLSALFGRDQGPTFDYSHPRDVYSNLSHLPGAPGGPPAPQGLPYCPERSPLLVGPVSVSFSPVPSLAEIVERNPRVEPGGRYRPAGCEPRSRTAIIVPHRAREHHLRLLLYHLHPFLQRQQLAYGIYVIHQAGNGTFNRAKLLNVGVREALRDEEWDCLFLHDVDLLPENDHNLYVCDPRGPRHVAVAMNKFGYSLPYPQYFGGVSALTPDQYLKMNGFPNEYWGWGGEDDDIATRVRLAGMKISRPPTSVGHYKMVKHRGDKGNEEN.... Result: 0 (no interaction). (8) The miRNA is dre-miR-206-3p with sequence UGGAAUGUAAGGAAGUGUGUGG. The protein sequence of the target gene is MSGRARVKARGIARSPSATEVGRIQASPLPRSVDLSNNEASSSNGFLGTSRISTNDKYGISSGDAGSTFMERGVKNKQDFMDLSICTREKLAHVRNCKTGSSGIPVKLVTNLFNLDFPQDWQLYQYHVTYIPDLASRRLRIALLYSHSELSNKAKAFDGAILFLSQKLEEKVTELSSETQRGETIKMTITLKRELPSSSPVCIQVFNIIFRKILKKLSMYQIGRNFYNPSEPMEIPQHKLSLWPGFAISVSYFERKLLFSADVSYKVLRNETVLEFMTALCQRTGLSCFTQTCEKQLIGL.... Result: 0 (no interaction).